Dataset: Experimentally validated miRNA-target interactions with 360,000+ pairs, plus equal number of negative samples. Task: Binary Classification. Given a miRNA mature sequence and a target amino acid sequence, predict their likelihood of interaction. (1) The miRNA is cel-miR-1018 with sequence AGAGAGAUCAUUGGACUUACAG. The protein sequence of the target gene is MASLLKVDQEVKLKVDSFRERITSEAEDLVANFFPKKLLELDSFLKEPILNIHDLTQIHSDMNLPVPDPILLTNSHDGLDGPTYKKRRLDECEEAFQGTKVFVMPNGMLKSNQQLVDIIEKVKPEIRLLIEKCNTVKMWVQLLIPRIEDGNNFGVSIQEETVAELRTVESEAASYLDQISRYYITRAKLVSKIAKYPHVEDYRRTVTEIDEKEYISLRLIISELRNQYVTLHDMILKNIEKIKRPRSSNAETLY. Result: 0 (no interaction). (2) The miRNA is mmu-miR-203-3p with sequence GUGAAAUGUUUAGGACCACUAG. The protein sequence of the target gene is MAAERGARRLLSTPSFWLYCLLLLGRRAPGAAAARSGSAPQSPGASIRTFTPFYFLVEPVDTLSVRGSSVILNCSAYSEPSPKIEWKKDGTFLNLVSDDRRQLLPDGSLFISNVVHSKHNKPDEGYYQCVATVESLGTIISRTAKLIVAGLPRFTSQPEPSSVYAGNNAILNCEVNADLVPFVRWEQNRQPLLLDDRVIKLPSGMLVISNATEGDGGLYRCVVESGGPPKYSDEVELKVLPDPEVISDLVFLKQPSPLVRVIGQDVVLPCVASGLPTPTIKWMKNEEALDTESSERLVLL.... Result: 0 (no interaction).